From a dataset of Peptide-MHC class II binding affinity with 134,281 pairs from IEDB. Regression. Given a peptide amino acid sequence and an MHC pseudo amino acid sequence, predict their binding affinity value. This is MHC class II binding data. (1) The peptide sequence is NALSVLDKIYTSPLC. The MHC is DRB1_0901 with pseudo-sequence DRB1_0901. The binding affinity (normalized) is 0.410. (2) The peptide sequence is NLISRGGDEALSGFL. The MHC is DRB1_0101 with pseudo-sequence DRB1_0101. The binding affinity (normalized) is 0.481. (3) The peptide sequence is SFTLASSETGV. The MHC is DRB1_0401 with pseudo-sequence DRB1_0401. The binding affinity (normalized) is 0.558. (4) The peptide sequence is LDKRQFELYKRTDIV. The MHC is HLA-DQA10601-DQB10402 with pseudo-sequence HLA-DQA10601-DQB10402. The binding affinity (normalized) is 0.308. (5) The peptide sequence is KNFTKGVKKILAESI. The MHC is DRB1_0101 with pseudo-sequence DRB1_0101. The binding affinity (normalized) is 0.617.